This data is from Catalyst prediction with 721,799 reactions and 888 catalyst types from USPTO. The task is: Predict which catalyst facilitates the given reaction. (1) Reactant: [CH:1]([NH:4][C:5](N1C=CN=C1)=[O:6])([CH3:3])[CH3:2].Cl.[C@@H:13]12[NH:20][C@@H:17]([CH2:18][CH2:19]1)[CH2:16][N:15]([C:21]1[CH:26]=[CH:25][N:24]=[C:23]([NH:27][C:28]3[CH:29]=[N:30][N:31]([CH3:33])[CH:32]=3)[N:22]=1)[CH2:14]2. Product: [CH3:33][N:31]1[CH:32]=[C:28]([NH:27][C:23]2[N:22]=[C:21]([N:15]3[CH2:16][C@H:17]4[N:20]([C:5]([NH:4][CH:1]([CH3:3])[CH3:2])=[O:6])[C@H:13]([CH2:19][CH2:18]4)[CH2:14]3)[CH:26]=[CH:25][N:24]=2)[CH:29]=[N:30]1. The catalyst class is: 2. (2) Reactant: [CH2:1]([O:8][C:9](=[O:26])[NH:10][C:11]1[CH:16]=[CH:15][C:14]([O:17][C:18]2[CH:23]=[C:22](Cl)[N:21]=[CH:20][N:19]=2)=[C:13]([CH3:25])[CH:12]=1)[C:2]1[CH:7]=[CH:6][CH:5]=[CH:4][CH:3]=1.[CH3:27][NH2:28].CC(C)=O.C(Cl)Cl. Product: [CH2:1]([O:8][C:9](=[O:26])[NH:10][C:11]1[CH:16]=[CH:15][C:14]([O:17][C:18]2[CH:23]=[C:22]([NH:28][CH3:27])[N:21]=[CH:20][N:19]=2)=[C:13]([CH3:25])[CH:12]=1)[C:2]1[CH:7]=[CH:6][CH:5]=[CH:4][CH:3]=1. The catalyst class is: 14.